Dataset: TCR-epitope binding with 47,182 pairs between 192 epitopes and 23,139 TCRs. Task: Binary Classification. Given a T-cell receptor sequence (or CDR3 region) and an epitope sequence, predict whether binding occurs between them. (1) The epitope is AYILFTRFFYV. The TCR CDR3 sequence is CASSQACRGRHRNTIYF. Result: 0 (the TCR does not bind to the epitope). (2) The epitope is KLNVGDYFV. The TCR CDR3 sequence is CASSHGRSSGEAFF. Result: 0 (the TCR does not bind to the epitope). (3) The epitope is MPASWVMRI. The TCR CDR3 sequence is CASSQDGRKINYEQYF. Result: 1 (the TCR binds to the epitope).